This data is from Catalyst prediction with 721,799 reactions and 888 catalyst types from USPTO. The task is: Predict which catalyst facilitates the given reaction. (1) Reactant: C([O:8][C:9]1[C:10](=[O:37])[C:11]([CH2:32][C:33]([O:35][CH3:36])=[O:34])=[CH:12][N:13]([CH2:26][CH:27](OC)OC)[C:14]=1[C:15](=[O:25])[NH:16][CH2:17][C:18]1[CH:23]=[CH:22][CH:21]=[C:20]([Cl:24])[CH:19]=1)C1C=CC=CC=1. Product: [Cl:24][C:20]1[CH:19]=[C:18]([CH:23]=[CH:22][CH:21]=1)[CH2:17][N:16]1[CH:27]=[CH:26][N:13]2[CH:12]=[C:11]([CH2:32][C:33]([O:35][CH3:36])=[O:34])[C:10](=[O:37])[C:9]([OH:8])=[C:14]2[C:15]1=[O:25]. The catalyst class is: 55. (2) Reactant: [Br:1][C:2]1[CH:11]=[CH:10][C:5]2[N:6]=[C:7]([CH3:9])[NH:8][C:4]=2[CH:3]=1.[C:12](O[C:12]([O:14][C:15]([CH3:18])([CH3:17])[CH3:16])=[O:13])([O:14][C:15]([CH3:18])([CH3:17])[CH3:16])=[O:13]. Product: [Br:1][C:2]1[CH:11]=[CH:10][C:5]2[N:6]=[C:7]([CH3:9])[N:8]([C:12]([O:14][C:15]([CH3:18])([CH3:17])[CH3:16])=[O:13])[C:4]=2[CH:3]=1. The catalyst class is: 1. (3) Reactant: Cl.C(N=C=NCCCN(C)C)C.[CH3:13][O:14][C:15]1[C:23]2[C:18](=[N:19][CH:20]=[C:21]([NH2:24])[CH:22]=2)[NH:17][N:16]=1.[Cl:25][C:26]1[C:31]([C:32](O)=[O:33])=[C:30]([F:35])[C:29]([OH:36])=[CH:28][CH:27]=1. Product: [Cl:25][C:26]1[C:31]([C:32]([NH:24][C:21]2[CH:22]=[C:23]3[C:15]([O:14][CH3:13])=[N:16][NH:17][C:18]3=[N:19][CH:20]=2)=[O:33])=[C:30]([F:35])[C:29]([OH:36])=[CH:28][CH:27]=1. The catalyst class is: 23.